From a dataset of Catalyst prediction with 721,799 reactions and 888 catalyst types from USPTO. Predict which catalyst facilitates the given reaction. (1) Reactant: C([O:5][C:6]([C:8]1[CH:31]=[CH:30][C:11]([O:12][C:13]2[C:22]([Cl:23])=[C:21]3[C:16]([CH:17]([C:24]([O:26][CH2:27][CH3:28])=[O:25])[CH2:18][CH2:19][O:20]3)=[CH:15][C:14]=2[Cl:29])=[CH:10][CH:9]=1)=[O:7])(C)(C)C.FC(F)(F)C(O)=O. Product: [Cl:29][C:14]1[CH:15]=[C:16]2[C:21](=[C:22]([Cl:23])[C:13]=1[O:12][C:11]1[CH:30]=[CH:31][C:8]([C:6]([OH:7])=[O:5])=[CH:9][CH:10]=1)[O:20][CH2:19][CH2:18][CH:17]2[C:24]([O:26][CH2:27][CH3:28])=[O:25]. The catalyst class is: 2. (2) Reactant: [CH2:1]([O:8][C:9]([NH:11][C@@H:12]([CH2:17][O:18][CH:19]([CH3:21])[CH3:20])[C:13](OC)=[O:14])=[O:10])[C:2]1[CH:7]=[CH:6][CH:5]=[CH:4][CH:3]=1.[BH4-].[Na+]. Product: [OH:14][CH2:13][C@@H:12]([NH:11][C:9](=[O:10])[O:8][CH2:1][C:2]1[CH:7]=[CH:6][CH:5]=[CH:4][CH:3]=1)[CH2:17][O:18][CH:19]([CH3:20])[CH3:21]. The catalyst class is: 41. (3) Reactant: [BH4-].[Na+].[Cl:3][C:4]1[CH:5]=[C:6]2[NH:24][C:23]([O:25][C@@H:26]3[CH2:30][O:29][C@@H:28]4[C@@:31]([OH:36])([CH:34]=[O:35])[CH2:32][O:33][C@H:27]34)=[N:22][C:7]2=[N:8][C:9]=1[C:10]1[CH:15]=[CH:14][C:13]([C:16]2[CH:21]=[CH:20][CH:19]=[CH:18][CH:17]=2)=[CH:12][CH:11]=1. Product: [Cl:3][C:4]1[CH:5]=[C:6]2[NH:24][C:23]([O:25][C@@H:26]3[CH2:30][O:29][C@@H:28]4[C@:31]([CH2:34][OH:35])([OH:36])[CH2:32][O:33][C@H:27]34)=[N:22][C:7]2=[N:8][C:9]=1[C:10]1[CH:15]=[CH:14][C:13]([C:16]2[CH:17]=[CH:18][CH:19]=[CH:20][CH:21]=2)=[CH:12][CH:11]=1. The catalyst class is: 5. (4) Reactant: [NH:1]1[CH2:6][CH2:5][O:4][CH2:3][CH2:2]1.Cl[C:8]1[CH:13]=[CH:12][C:11]([N+:14]([O-:16])=[O:15])=[CH:10][N:9]=1.O. Product: [N+:14]([C:11]1[CH:12]=[CH:13][C:8]([N:1]2[CH2:6][CH2:5][O:4][CH2:3][CH2:2]2)=[N:9][CH:10]=1)([O-:16])=[O:15]. The catalyst class is: 3. (5) Reactant: [C:1]([C:3]1[C:8]([C:9]([O:11][CH3:12])=[O:10])=[C:7]([O:13][C@@H:14]2[CH2:19][CH2:18][C@@H:17]([CH3:20])[NH:16][CH2:15]2)[N:6]=[CH:5][CH:4]=1)#[N:2].[CH:21]1([C:25]2[CH:33]=[CH:32][CH:31]=[CH:30][C:26]=2[C:27]([O-])=[O:28])[CH2:24][CH2:23][CH2:22]1.[K+].ON1C2N=CC=CC=2N=N1.C(Cl)CCl. Product: [C:1]([C:3]1[C:8]([C:9]([O:11][CH3:12])=[O:10])=[C:7]([O:13][C@@H:14]2[CH2:19][CH2:18][C@@H:17]([CH3:20])[N:16]([C:27](=[O:28])[C:26]3[CH:30]=[CH:31][CH:32]=[CH:33][C:25]=3[CH:21]3[CH2:24][CH2:23][CH2:22]3)[CH2:15]2)[N:6]=[CH:5][CH:4]=1)#[N:2]. The catalyst class is: 3. (6) Reactant: [CH3:1][N:2]1[C:6]([O:7][CH2:8][CH2:9][CH3:10])=[CH:5][C:4]([C:11]([OH:13])=O)=[N:3]1.Cl.[O:15]1[CH2:19][CH2:18][CH:17]([CH2:20][NH2:21])[CH2:16]1.C(N(CC)CC)C.ON1C2C=CC=CC=2N=N1.Cl.C(N=C=NCCCN(C)C)C. Product: [O:15]1[CH2:19][CH2:18][CH:17]([CH2:20][NH:21][C:11]([C:4]2[CH:5]=[C:6]([O:7][CH2:8][CH2:9][CH3:10])[N:2]([CH3:1])[N:3]=2)=[O:13])[CH2:16]1. The catalyst class is: 22. (7) Reactant: [Cl:1][C:2]1[CH:7]=[CH:6][C:5]([C@H:8]2[C@H:13]([OH:14])[C@@H:12]([OH:15])[C@H:11]([OH:16])[C@@H:10]([S:17][CH2:18][CH3:19])[O:9]2)=[CH:4][C:3]=1[CH2:20][C:21]1[CH:26]=[CH:25][C:24]([O:27][CH2:28][CH3:29])=[CH:23][CH:22]=1.[OH:30]O. Product: [Cl:1][C:2]1[CH:7]=[CH:6][C:5]([C@H:8]2[C@H:13]([OH:14])[C@@H:12]([OH:15])[C@H:11]([OH:16])[C@@H:10]([S:17]([CH2:18][CH3:19])=[O:30])[O:9]2)=[CH:4][C:3]=1[CH2:20][C:21]1[CH:22]=[CH:23][C:24]([O:27][CH2:28][CH3:29])=[CH:25][CH:26]=1. The catalyst class is: 52.